Dataset: Full USPTO retrosynthesis dataset with 1.9M reactions from patents (1976-2016). Task: Predict the reactants needed to synthesize the given product. Given the product [F:1][C:2]1[CH:7]=[CH:6][CH:5]=[CH:4][C:3]=1[N:8]1[C:12]([C:13]2[CH:14]=[CH:15][N:16]=[CH:17][CH:18]=2)=[C:11]([C:19]2[O:20][N:30]=[C:28]([C:27]3[CH:32]=[CH:33][CH:34]=[C:25]([F:24])[CH:26]=3)[N:29]=2)[N:10]=[N:9]1, predict the reactants needed to synthesize it. The reactants are: [F:1][C:2]1[CH:7]=[CH:6][CH:5]=[CH:4][C:3]=1[N:8]1[C:12]([C:13]2[CH:18]=[CH:17][N:16]=[CH:15][CH:14]=2)=[C:11]([C:19](OCC)=[O:20])[N:10]=[N:9]1.[F:24][C:25]1[CH:26]=[C:27]([CH:32]=[CH:33][CH:34]=1)[C:28](=[N:30]O)[NH2:29].